This data is from Forward reaction prediction with 1.9M reactions from USPTO patents (1976-2016). The task is: Predict the product of the given reaction. The product is: [CH3:1][O:2][C:3]1[CH:4]=[CH:5][C:6]([CH2:7][CH2:8][N:9]([S:16]([C:19]2[CH:24]=[CH:23][CH:22]=[C:21]([NH2:25])[CH:20]=2)(=[O:17])=[O:18])[CH2:10][CH2:11][C:12]([O:14][CH3:15])=[O:13])=[CH:28][CH:29]=1. Given the reactants [CH3:1][O:2][C:3]1[CH:29]=[CH:28][C:6]([CH2:7][CH2:8][N:9]([S:16]([C:19]2[CH:24]=[CH:23][CH:22]=[C:21]([N+:25]([O-])=O)[CH:20]=2)(=[O:18])=[O:17])[CH2:10][CH2:11][C:12]([O:14][CH3:15])=[O:13])=[CH:5][CH:4]=1.C([O-])=O.[NH4+], predict the reaction product.